This data is from Forward reaction prediction with 1.9M reactions from USPTO patents (1976-2016). The task is: Predict the product of the given reaction. (1) Given the reactants Cl.[CH3:2][O:3][NH2:4].[NH:5]1[C:10]2[CH:11]=[CH:12][CH:13]=[CH:14][C:9]=2[C:8](=O)[O:7]C1=O.CCN(C(C)C)C(C)C, predict the reaction product. The product is: [NH2:5][C:10]1[CH:11]=[CH:12][CH:13]=[CH:14][C:9]=1[C:8]([NH:4][O:3][CH3:2])=[O:7]. (2) Given the reactants FC(F)(F)C(O)=O.C(O[C:13](=O)[N:14]([CH2:16][C:17](=[O:22])[NH:18][CH2:19][CH:20]=[CH2:21])C)(C)(C)C.C(Cl)[Cl:25], predict the reaction product. The product is: [ClH:25].[CH2:19]([NH:18][C:17](=[O:22])[CH2:16][NH:14][CH3:13])[CH:20]=[CH2:21]. (3) Given the reactants [NH2:1][CH2:2][C@H:3]([NH:17][C:18](=[O:27])[C@H:19]([C:21]1[CH:26]=[CH:25][CH:24]=[CH:23][CH:22]=1)[CH3:20])[C:4]1[CH:9]=[CH:8][C:7]([O:10][CH2:11][CH:12]([CH3:16])[CH2:13][CH2:14][CH3:15])=[CH:6][CH:5]=1.C(=O)([O-])[O-].[K+].[K+].Br[CH2:35][CH2:36][O:37][CH2:38][CH2:39]Br, predict the reaction product. The product is: [CH3:16][CH:12]([CH2:13][CH2:14][CH3:15])[CH2:11][O:10][C:7]1[CH:6]=[CH:5][C:4]([C@@H:3]([NH:17][C:18](=[O:27])[C@H:19]([C:21]2[CH:22]=[CH:23][CH:24]=[CH:25][CH:26]=2)[CH3:20])[CH2:2][N:1]2[CH2:39][CH2:38][O:37][CH2:36][CH2:35]2)=[CH:9][CH:8]=1. (4) Given the reactants C([S:8][C:9]1[CH:10]=[C:11]2[C:16](=[CH:17][CH:18]=1)[CH:15]=[N:14][C:13]([Cl:19])=[CH:12]2)C1C=CC=CC=1.ClN1C(C)(C)C(=[O:28])N(Cl)C1=O.[F:31][C:32]1[C:37]([F:38])=[C:36]([F:39])[C:35]([F:40])=[C:34]([F:41])[C:33]=1[OH:42].C(N(CC)CC)C.[OH2:50], predict the reaction product. The product is: [Cl:19][C:13]1[N:14]=[CH:15][C:16]2[C:11]([CH:12]=1)=[CH:10][C:9]([S:8]([O:42][C:33]1[C:32]([F:31])=[C:37]([F:38])[C:36]([F:39])=[C:35]([F:40])[C:34]=1[F:41])(=[O:28])=[O:50])=[CH:18][CH:17]=2. (5) Given the reactants [NH:1]1[CH2:6][CH2:5][CH:4]([CH2:7][NH:8][C:9]([C:11]2[C:15]3[N:16]=[CH:17][N:18]=[C:19]([C:20]4[C:28]5[O:27][CH2:26][O:25][C:24]=5[CH:23]=[CH:22][C:21]=4[O:29][CH2:30][CH:31]4[CH2:33][CH2:32]4)[C:14]=3[NH:13][CH:12]=2)=[O:10])[CH2:3][CH2:2]1.[CH3:34][O:35][CH2:36][C:37](Cl)=[O:38], predict the reaction product. The product is: [CH3:34][O:35][CH2:36][C:37]([N:1]1[CH2:2][CH2:3][CH:4]([CH2:7][NH:8][C:9]([C:11]2[C:15]3[N:16]=[CH:17][N:18]=[C:19]([C:20]4[C:28]5[O:27][CH2:26][O:25][C:24]=5[CH:23]=[CH:22][C:21]=4[O:29][CH2:30][CH:31]4[CH2:32][CH2:33]4)[C:14]=3[NH:13][CH:12]=2)=[O:10])[CH2:5][CH2:6]1)=[O:38]. (6) Given the reactants [H-].C([Al+]CC(C)C)C(C)C.[CH2:11]([N:13]1[C:17]2=[N:18][C:19]([C:34]([F:37])([F:36])[F:35])=[C:20]([C:29](OCC)=[O:30])[C:21]([NH:22][CH:23]3[CH2:28][CH2:27][O:26][CH2:25][CH2:24]3)=[C:16]2[CH:15]=[N:14]1)[CH3:12].[K].C(C(C(C([O-])=O)O)O)([O-])=O.[Na+].[Na+], predict the reaction product. The product is: [CH2:11]([N:13]1[C:17]2=[N:18][C:19]([C:34]([F:35])([F:36])[F:37])=[C:20]([CH2:29][OH:30])[C:21]([NH:22][CH:23]3[CH2:24][CH2:25][O:26][CH2:27][CH2:28]3)=[C:16]2[CH:15]=[N:14]1)[CH3:12]. (7) Given the reactants [NH:1]1[C:9]2[C:4](=[CH:5][CH:6]=[C:7]([C:10]([O:12][CH3:13])=[O:11])[CH:8]=2)[CH:3]=[CH:2]1.Br[C:15]1[CH:20]=[CH:19][C:18]([CH3:21])=[CH:17][CH:16]=1.CN[C@H]1[C@H](NC)CCCC1.P([O-])([O-])([O-])=O.[K+].[K+].[K+], predict the reaction product. The product is: [CH3:21][C:18]1[CH:19]=[CH:20][C:15]([N:1]2[C:9]3[C:4](=[CH:5][CH:6]=[C:7]([C:10]([O:12][CH3:13])=[O:11])[CH:8]=3)[CH:3]=[CH:2]2)=[CH:16][CH:17]=1. (8) Given the reactants [Mg].Br[CH2:3][CH2:4][CH2:5][CH2:6][CH2:7][CH2:8][CH2:9][CH3:10].Cl[C:12]1[CH:17]=[CH:16][CH:15]=[CH:14][C:13]=1Cl.Cl, predict the reaction product. The product is: [CH2:3]([C:12]1[CH:17]=[CH:16][CH:15]=[CH:14][C:13]=1[CH2:3][CH2:4][CH2:5][CH2:6][CH2:7][CH2:8][CH2:9][CH3:10])[CH2:4][CH2:5][CH2:6][CH2:7][CH2:8][CH2:9][CH3:10]. (9) Given the reactants [CH2:1]1[CH2:6][N:5]([C:7]2[CH:12]=[CH:11][C:10]([N+:13]([O-])=O)=[CH:9][C:8]=2[F:16])[CH2:4][CH:3]([CH2:17][OH:18])[CH2:2]1, predict the reaction product. The product is: [CH2:1]1[CH2:6][N:5]([C:7]2[CH:12]=[CH:11][C:10]([NH2:13])=[CH:9][C:8]=2[F:16])[CH2:4][CH:3]([CH2:17][OH:18])[CH2:2]1.